This data is from Aqueous solubility values for 9,982 compounds from the AqSolDB database. The task is: Regression/Classification. Given a drug SMILES string, predict its absorption, distribution, metabolism, or excretion properties. Task type varies by dataset: regression for continuous measurements (e.g., permeability, clearance, half-life) or binary classification for categorical outcomes (e.g., BBB penetration, CYP inhibition). For this dataset (solubility_aqsoldb), we predict Y. The compound is Cc1c(C(=O)O)c(O)cc2c1C(=O)c1c(O)c(C3OC(CO)C(O)C(O)C3O)c(O)c(O)c1C2=O. The Y is -2.58 log mol/L.